From a dataset of Full USPTO retrosynthesis dataset with 1.9M reactions from patents (1976-2016). Predict the reactants needed to synthesize the given product. (1) Given the product [Cl:1][C:16]1[CH:15]=[C:13]([OH:14])[CH:12]=[C:10]([OH:11])[CH:17]=1, predict the reactants needed to synthesize it. The reactants are: [Cl:1]CC(Cl)=O.[Al+3].[Cl-].[Cl-].[Cl-].[C:10]1([CH:17]=[CH:16][CH:15]=[C:13]([OH:14])[CH:12]=1)[OH:11]. (2) Given the product [F:9][C:10]1[C:18]([F:19])=[C:17]2[C:13]([C:14]([C:3]3[CH:4]=[CH:5][C:6]([OH:7])=[CH:1][C:2]=3[CH3:8])([C:21]3[CH:26]=[CH:25][C:24]([O:27][CH3:28])=[CH:23][CH:22]=3)[C:15](=[O:20])[NH:16]2)=[CH:12][CH:11]=1, predict the reactants needed to synthesize it. The reactants are: [CH:1]1[C:6]([OH:7])=[CH:5][CH:4]=[CH:3][C:2]=1[CH3:8].[F:9][C:10]1[C:18]([F:19])=[C:17]2[C:13]([C:14](O)([C:21]3[CH:26]=[CH:25][C:24]([O:27][CH3:28])=[CH:23][CH:22]=3)[C:15](=[O:20])[NH:16]2)=[CH:12][CH:11]=1. (3) Given the product [Cl:1][C:2]1[C:3]2[S:20][C:19](=[O:21])[N:18]([CH:23]3[CH2:24][CH2:25][CH2:26][CH2:27][O:22]3)[C:4]=2[N:5]=[C:6]([S:8][CH2:9][C:10]2[CH:15]=[CH:14][CH:13]=[C:12]([F:16])[C:11]=2[F:17])[N:7]=1, predict the reactants needed to synthesize it. The reactants are: [Cl:1][C:2]1[C:3]2[S:20][C:19](=[O:21])[NH:18][C:4]=2[N:5]=[C:6]([S:8][CH2:9][C:10]2[CH:15]=[CH:14][CH:13]=[C:12]([F:16])[C:11]=2[F:17])[N:7]=1.[O:22]1[CH:27]=[CH:26][CH2:25][CH2:24][CH2:23]1.C(=O)(O)[O-].[Na+].